This data is from Full USPTO retrosynthesis dataset with 1.9M reactions from patents (1976-2016). The task is: Predict the reactants needed to synthesize the given product. (1) The reactants are: C[O:2][C:3](=[O:27])[C:4]1[CH:9]=[C:8]([C:10](=[O:18])[C:11]2[CH:16]=[CH:15][C:14](Br)=[CH:13][N:12]=2)[CH:7]=[CH:6][C:5]=1[C:19](=[O:26])[C:20]1[CH:25]=[CH:24][CH:23]=[CH:22][CH:21]=1.[Cl:28][C:29]1[CH:37]=[CH:36][C:32]([C:33](Cl)=[O:34])=[CH:31][CH:30]=1. Given the product [C:19]([C:5]1[CH:6]=[CH:7][C:8]([C:10](=[O:18])[C:11]2[CH:16]=[CH:15][C:14]([C:33](=[O:34])[C:32]3[CH:36]=[CH:37][C:29]([Cl:28])=[CH:30][CH:31]=3)=[CH:13][N:12]=2)=[CH:9][C:4]=1[C:3]([OH:2])=[O:27])(=[O:26])[C:20]1[CH:25]=[CH:24][CH:23]=[CH:22][CH:21]=1, predict the reactants needed to synthesize it. (2) Given the product [CH3:1][C:2]1([CH3:12])[C:10]2[C:5](=[CH:6][CH:7]=[CH:8][CH:9]=2)[CH:4]([N:13]2[CH:17]=[CH:16][N:15]=[CH:14]2)[CH2:3]1, predict the reactants needed to synthesize it. The reactants are: [CH3:1][C:2]1([CH3:12])[C:10]2[C:5](=[CH:6][CH:7]=[CH:8][CH:9]=2)[CH:4](O)[CH2:3]1.[NH:13]1[CH:17]=[CH:16][N:15]=[CH:14]1.C(P(C(C)(C)C)C(C)(C)C)(C)(C)C.CN(C)C(N=NC(N(C)C)=O)=O. (3) Given the product [CH3:21][O:22][C:23]([C:25]1[C:33]2[N:32]=[C:31]([C:34](=[O:17])[NH:1][C:2]3[CH:7]=[CH:6][C:5]([C:8]([N:10]4[CH2:14][CH2:13][CH2:12][CH2:11]4)=[O:9])=[CH:4][C:3]=3[F:15])[NH:30][C:29]=2[CH:28]=[CH:27][CH:26]=1)=[O:24], predict the reactants needed to synthesize it. The reactants are: [NH2:1][C:2]1[CH:7]=[CH:6][C:5]([C:8]([N:10]2[CH2:14][CH2:13][CH2:12][CH2:11]2)=[O:9])=[CH:4][C:3]=1[F:15].C([O-])(O)=[O:17].[Na+].[CH3:21][O:22][C:23]([C:25]1[C:33]2[N:32]=[C:31]([C:34](Cl)(Cl)Cl)[NH:30][C:29]=2[CH:28]=[CH:27][CH:26]=1)=[O:24]. (4) Given the product [CH2:26]([O:25][C:23]([C:2]1[CH:7]=[CH:6][C:5]([C@@H:8]([NH:10][S@@:11]([C:13]([CH3:16])([CH3:15])[CH3:14])=[O:12])[CH3:9])=[C:4]([F:17])[CH:3]=1)=[CH2:24])[CH3:27], predict the reactants needed to synthesize it. The reactants are: Br[C:2]1[CH:7]=[CH:6][C:5]([C@@H:8]([NH:10][S@@:11]([C:13]([CH3:16])([CH3:15])[CH3:14])=[O:12])[CH3:9])=[C:4]([F:17])[CH:3]=1.C([Sn](CCCC)(CCCC)[C:23]([O:25][CH2:26][CH3:27])=[CH2:24])CCC.C(Cl)Cl.C(O)(C(F)(F)F)=O.C(OC=C)=C.